From a dataset of Full USPTO retrosynthesis dataset with 1.9M reactions from patents (1976-2016). Predict the reactants needed to synthesize the given product. (1) Given the product [C:3]([N:6]1[C:15]2[C:10](=[CH:11][C:12]([C:16]([OH:18])=[O:17])=[CH:13][CH:14]=2)[C@H:9]([NH:21][C:22]2[S:23][C:24]([C:27]#[N:28])=[CH:25][CH:26]=2)[C@@H:8]([CH3:29])[C@@H:7]1[CH:30]1[CH2:31][CH2:32]1)(=[O:5])[CH3:4], predict the reactants needed to synthesize it. The reactants are: [OH-].[Li+].[C:3]([N:6]1[C:15]2[C:10](=[CH:11][C:12]([C:16]([O:18]CC)=[O:17])=[CH:13][CH:14]=2)[C@H:9]([NH:21][C:22]2[S:23][C:24]([C:27]#[N:28])=[CH:25][CH:26]=2)[C@@H:8]([CH3:29])[C@@H:7]1[CH:30]1[CH2:32][CH2:31]1)(=[O:5])[CH3:4].Cl. (2) The reactants are: C(N(CC)C(C)C)(C)C.[I:10][C:11]1[N:16]=[CH:15][C:14]([NH2:17])=[CH:13][CH:12]=1.[CH3:18][S:19](Cl)(=[O:21])=[O:20].[OH-].[K+]. Given the product [I:10][C:11]1[N:16]=[CH:15][C:14]([NH:17][S:19]([CH3:18])(=[O:21])=[O:20])=[CH:13][CH:12]=1, predict the reactants needed to synthesize it. (3) Given the product [CH3:10][N:11]([CH3:22])[CH2:12][CH2:13][O:14][C:15]1[CH:21]=[CH:20][C:18]([N:19]=[C:23]=[S:24])=[CH:17][CH:16]=1, predict the reactants needed to synthesize it. The reactants are: C(N(C(C)C)CC)(C)C.[CH3:10][N:11]([CH3:22])[CH2:12][CH2:13][O:14][C:15]1[CH:21]=[CH:20][C:18]([NH2:19])=[CH:17][CH:16]=1.[C:23](Cl)(Cl)=[S:24]. (4) The reactants are: [I:1][C:2]1[NH:18][C:5]2=[N:6][CH:7]=[C:8]([NH:10]C(=O)OC(C)(C)C)[CH:9]=[C:4]2[CH:3]=1.[ClH:19]. Given the product [ClH:19].[I:1][C:2]1[NH:18][C:5]2=[N:6][CH:7]=[C:8]([NH2:10])[CH:9]=[C:4]2[CH:3]=1.[ClH:19], predict the reactants needed to synthesize it. (5) Given the product [NH:1]1[CH2:6][CH2:5][O:4][CH2:3][CH:2]1[C:7]([O:9][CH2:11][CH3:12])=[O:8], predict the reactants needed to synthesize it. The reactants are: [NH:1]1[CH2:6][CH2:5][O:4][CH2:3][CH:2]1[C:7]([OH:9])=[O:8].Cl.[CH2:11](O)[CH3:12]. (6) Given the product [CH:2]1([C:9]2[CH:10]=[C:11]([CH2:13][N:14]3[C:18]([CH3:19])=[CH:17][C:16]([C:20]4[O:24][N:23]=[C:22]([C:25]5[CH:26]=[CH:27][C:28]([O:31][C:32]([F:33])([F:34])[F:35])=[CH:29][CH:30]=5)[N:21]=4)=[N:15]3)[CH:12]=[CH:7][N:8]=2)[CH2:4][CH2:3]1, predict the reactants needed to synthesize it. The reactants are: [Br-].[CH:2]1([Zn+])[CH2:4][CH2:3]1.Br[C:7]1[CH:12]=[C:11]([CH2:13][N:14]2[C:18]([CH3:19])=[CH:17][C:16]([C:20]3[O:24][N:23]=[C:22]([C:25]4[CH:30]=[CH:29][C:28]([O:31][C:32]([F:35])([F:34])[F:33])=[CH:27][CH:26]=4)[N:21]=3)=[N:15]2)[CH:10]=[CH:9][N:8]=1. (7) Given the product [Cl:1][C:2]1[C:7]([C:8]2[O:15][C:12]([CH2:13][CH3:14])=[CH:11][N:10]=2)=[CH:6][CH:5]=[C:4]([CH3:16])[N:3]=1, predict the reactants needed to synthesize it. The reactants are: [Cl:1][C:2]1[C:7]([C:8]([NH:10][CH2:11][C:12](=[O:15])[CH2:13][CH3:14])=O)=[CH:6][CH:5]=[C:4]([CH3:16])[N:3]=1.CC[N+](S(N=C(OC)[O-])(=O)=O)(CC)CC.